Dataset: Peptide-MHC class II binding affinity with 134,281 pairs from IEDB. Task: Regression. Given a peptide amino acid sequence and an MHC pseudo amino acid sequence, predict their binding affinity value. This is MHC class II binding data. (1) The peptide sequence is LVVGIYDEPMTPGQC. The MHC is DRB1_1001 with pseudo-sequence DRB1_1001. The binding affinity (normalized) is 0.414. (2) The peptide sequence is SFFELDRWEKIRLRPGGK. The MHC is DRB1_0101 with pseudo-sequence DRB1_0101. The binding affinity (normalized) is 0.225. (3) The peptide sequence is LLYCFRKDMDKVETF. The MHC is DRB1_0101 with pseudo-sequence DRB1_0101. The binding affinity (normalized) is 0.154. (4) The peptide sequence is IALDSGRGNWDCIMT. The MHC is DRB1_0101 with pseudo-sequence DRB1_0101. The binding affinity (normalized) is 0.423. (5) The peptide sequence is MLMTGGVTLVRKNRW. The MHC is DRB3_0101 with pseudo-sequence DRB3_0101. The binding affinity (normalized) is 0.323. (6) The peptide sequence is SQDLELSWNLNGLQAV. The MHC is DRB1_1302 with pseudo-sequence DRB1_1302. The binding affinity (normalized) is 0.697. (7) The peptide sequence is AQFMWIIRKRIQLP. The MHC is H-2-IAb with pseudo-sequence H-2-IAb. The binding affinity (normalized) is 0. (8) The peptide sequence is EPLQGPFNFRFLTEKGMKNV. The MHC is HLA-DQA10401-DQB10402 with pseudo-sequence HLA-DQA10401-DQB10402. The binding affinity (normalized) is 0. (9) The peptide sequence is DHAHWTEAKMLLDNI. The MHC is DRB4_0101 with pseudo-sequence DRB4_0103. The binding affinity (normalized) is 0.122.